From a dataset of Cav3 T-type calcium channel HTS with 100,875 compounds. Binary Classification. Given a drug SMILES string, predict its activity (active/inactive) in a high-throughput screening assay against a specified biological target. (1) The compound is O=C(N1CCN(CC1)c1ncccc1)C1CCN(CC1)c1onc(n1)c1ccc(OC)cc1. The result is 0 (inactive). (2) The compound is OC1CN(c2n3nc(cc3nc3c2CCC3)c2cc(ccc2)C)CCC1. The result is 0 (inactive). (3) The result is 0 (inactive). The molecule is O1CCN(CC1)C(=O)c1c(Nc2cc3CCCc3cc2)nccc1. (4) The result is 0 (inactive). The molecule is s1c(C(=O)C=2C(N(CCN(C)C)C(=O)C2O)c2ccccc2)c(nc1C)C. (5) The drug is s1c(C(=O)Nc2c(cc(OC)c(OC)c2)C(OCC(=O)NCc2ccccc2)=O)ccc1. The result is 0 (inactive). (6) The molecule is Clc1c(OCC(O\N=C(/N)c2ccc(cc2)C)=O)cccc1. The result is 0 (inactive). (7) The molecule is S=C1N(C(=O)/C(=C\c2n(c3cc4c(cc3)cccc4)ccc2)C(=O)N1)C. The result is 0 (inactive). (8) The molecule is O(c1ccc(c2nnc(N3CCCCC3)c3c2cccc3)cc1)C. The result is 1 (active). (9) The compound is O=C(C1=C(C(C(=C1N)C#N)(C#N)C#N)c1ccccc1)CCC. The result is 0 (inactive).